From a dataset of Full USPTO retrosynthesis dataset with 1.9M reactions from patents (1976-2016). Predict the reactants needed to synthesize the given product. Given the product [NH2:13][C:4]1[CH:3]=[C:2]([Cl:1])[C:11]2[O:10][CH2:9][C:8](=[O:12])[NH:7][C:6]=2[CH:5]=1, predict the reactants needed to synthesize it. The reactants are: [Cl:1][C:2]1[C:11]2[O:10][CH2:9][C:8](=[O:12])[NH:7][C:6]=2[CH:5]=[C:4]([NH:13]C(=O)C(F)(F)F)[CH:3]=1.[OH-].[Na+].